From a dataset of Reaction yield outcomes from USPTO patents with 853,638 reactions. Predict the reaction yield, written as a fraction of the theoretical maximum amount of product (1.0 means a 100% yield; for example, 0.34 means a 34% yield). The reactants are Cl[C:2]1[CH:3]=[CH:4][C:5]2[N:6]=[CH:7][N:8]=[C:9]([NH:12][C:13]3[CH:18]=[CH:17][C:16]([O:19][C:20]([F:23])([F:22])[F:21])=[CH:15][CH:14]=3)[C:10]=2[N:11]=1.[Cl:24][C:25]1[C:30]([NH:31][S:32]([C:35]2[CH:40]=[CH:39][C:38]([F:41])=[CH:37][C:36]=2[F:42])(=[O:34])=[O:33])=[CH:29][C:28](B2OC(C)(C)C(C)(C)O2)=[CH:27][N:26]=1.C(=O)(O)[O-].[Na+]. The catalyst is O1CCOCC1. The product is [Cl:24][C:25]1[C:30]([NH:31][S:32]([C:35]2[CH:40]=[CH:39][C:38]([F:41])=[CH:37][C:36]=2[F:42])(=[O:34])=[O:33])=[CH:29][C:28]([C:2]2[CH:3]=[CH:4][C:5]3[N:6]=[CH:7][N:8]=[C:9]([NH:12][C:13]4[CH:18]=[CH:17][C:16]([O:19][C:20]([F:23])([F:21])[F:22])=[CH:15][CH:14]=4)[C:10]=3[N:11]=2)=[CH:27][N:26]=1. The yield is 0.550.